This data is from Full USPTO retrosynthesis dataset with 1.9M reactions from patents (1976-2016). The task is: Predict the reactants needed to synthesize the given product. (1) Given the product [CH3:39][N:40]([CH3:52])[CH2:41][CH2:42][O:43][C:44]1[CH:49]=[CH:48][C:47]([NH:50][C:2]2[N:7]=[C:6]([C:8]3[S:12][C:11]([NH:13][S:14]([CH2:17][C:18]([F:19])([F:20])[F:21])(=[O:16])=[O:15])=[N:10][C:9]=3[C:22]3[CH:23]=[C:24]([NH:28][C:29](=[O:38])[C:30]4[C:35]([F:36])=[CH:34][CH:33]=[CH:32][C:31]=4[F:37])[CH:25]=[CH:26][CH:27]=3)[CH:5]=[CH:4][N:3]=2)=[CH:46][CH:45]=1, predict the reactants needed to synthesize it. The reactants are: Cl[C:2]1[N:7]=[C:6]([C:8]2[S:12][C:11]([NH:13][S:14]([CH2:17][C:18]([F:21])([F:20])[F:19])(=[O:16])=[O:15])=[N:10][C:9]=2[C:22]2[CH:23]=[C:24]([NH:28][C:29](=[O:38])[C:30]3[C:35]([F:36])=[CH:34][CH:33]=[CH:32][C:31]=3[F:37])[CH:25]=[CH:26][CH:27]=2)[CH:5]=[CH:4][N:3]=1.[CH3:39][N:40]([CH3:52])[CH2:41][CH2:42][O:43][C:44]1[CH:49]=[CH:48][C:47]([NH:50]C)=[CH:46][CH:45]=1. (2) Given the product [CH2:19]([C:16]1[CH:17]=[CH:18][C:13]([C:11]2[O:10][N:9]=[C:8]([C:5]3[CH:6]=[CH:7][C:2]([C:23]#[N:24])=[N:3][CH:4]=3)[N:12]=2)=[CH:14][CH:15]=1)[CH:20]([CH3:22])[CH3:21], predict the reactants needed to synthesize it. The reactants are: Cl[C:2]1[CH:7]=[CH:6][C:5]([C:8]2[N:12]=[C:11]([C:13]3[CH:18]=[CH:17][C:16]([CH2:19][CH:20]([CH3:22])[CH3:21])=[CH:15][CH:14]=3)[O:10][N:9]=2)=[CH:4][N:3]=1.[CH3:23][N:24](C=O)C. (3) Given the product [N:25]1[CH:26]=[CH:27][CH:28]=[CH:29][C:24]=1[S:21]([NH:20][CH2:19][C:15]1[N:14]=[C:13]([NH:12][CH2:30][C:31]([O:33][CH2:34][CH3:35])=[O:32])[CH:18]=[CH:17][CH:16]=1)(=[O:22])=[O:23], predict the reactants needed to synthesize it. The reactants are: Cl.C(O)C.C(OC([N:12]([CH2:30][C:31]([O:33][C:34](C)(C)[CH3:35])=[O:32])[C:13]1[CH:18]=[CH:17][CH:16]=[C:15]([CH2:19][NH:20][S:21]([C:24]2[CH:29]=[CH:28][CH:27]=[CH:26][N:25]=2)(=[O:23])=[O:22])[N:14]=1)=O)(C)(C)C.[OH-].[Na+].